This data is from Peptide-MHC class I binding affinity with 185,985 pairs from IEDB/IMGT. The task is: Regression. Given a peptide amino acid sequence and an MHC pseudo amino acid sequence, predict their binding affinity value. This is MHC class I binding data. (1) The peptide sequence is KIFEYGFTF. The MHC is HLA-A02:06 with pseudo-sequence HLA-A02:06. The binding affinity (normalized) is 1.00. (2) The peptide sequence is KAGQYVTIW. The MHC is HLA-A02:07 with pseudo-sequence HLA-A02:07. The binding affinity (normalized) is 0. (3) The peptide sequence is LLVAHYAII. The MHC is HLA-A02:03 with pseudo-sequence HLA-A02:03. The binding affinity (normalized) is 0.694.